This data is from Full USPTO retrosynthesis dataset with 1.9M reactions from patents (1976-2016). The task is: Predict the reactants needed to synthesize the given product. (1) Given the product [CH3:4][O:5][CH2:6][O:7][C:8]1[C:17]([N+:18]([O-:20])=[O:19])=[C:16]2[C:11]([CH:12]=[CH:13][C:14]([CH:21]=[O:2])=[N:15]2)=[CH:10][CH:9]=1, predict the reactants needed to synthesize it. The reactants are: [Se](=O)=[O:2].[CH3:4][O:5][CH2:6][O:7][C:8]1[C:17]([N+:18]([O-:20])=[O:19])=[C:16]2[C:11]([CH:12]=[CH:13][C:14]([CH3:21])=[N:15]2)=[CH:10][CH:9]=1. (2) Given the product [Cl:40][CH2:41][C:42]1[NH:36][C:33]2=[N:34][CH:35]=[C:30]([C:29]([F:28])([F:38])[F:39])[CH:31]=[C:32]2[N:37]=1, predict the reactants needed to synthesize it. The reactants are: CC1OC(C=CC2C=C3CCCN4CCCC(=C34)C=2)=CC(=C(C#N)C#N)C=1.[F:28][C:29]([F:39])([F:38])[C:30]1[CH:31]=[C:32]([NH2:37])[C:33]([NH2:36])=[N:34][CH:35]=1.[Cl:40][CH2:41][C:42](OCC)(OCC)OCC. (3) The reactants are: [C:1]([O:4][C:5]1[CH:14]=[C:13](C(Br)Br)[C:12]([Br:18])=[CH:11][C:6]=1C(OC)=O)(=O)[CH3:2].[C:19](=[O:22])([O-])[O-:20].[Ca+2].[C:24](=[O:27])([O-])[O-].[K+].[K+].[F:30][C:31]1[CH:38]=[CH:37][C:34]([CH2:35]Br)=[CH:33][CH:32]=1. Given the product [Br:18][C:12]1[C:13]([CH:24]=[O:27])=[CH:14][C:5]([O:4][CH2:1][C:2]2[CH:37]=[CH:38][C:31]([F:30])=[CH:32][CH:33]=2)=[C:6]([CH:11]=1)[C:19]([O:20][CH2:35][C:34]1[CH:37]=[CH:38][C:31]([F:30])=[CH:32][CH:33]=1)=[O:22], predict the reactants needed to synthesize it. (4) The reactants are: [CH3:1][C:2]1[CH:11]=[CH:10][C:9]2[C:4](=[CH:5][CH:6]=[CH:7][C:8]=2[N:12]2[CH2:17][CH2:16][N:15]([CH2:18][CH2:19][CH2:20][C:21]3[C:30]4[O:29][CH2:28][C:27]5=[C:31](C(O)=O)[N:32]=[CH:33][N:26]5[C:25]=4[CH:24]=[CH:23][CH:22]=3)[CH2:14][CH2:13]2)[N:3]=1.[Cl:37]C1C=CC=CC=1Cl. Given the product [ClH:37].[ClH:37].[CH3:1][C:2]1[CH:11]=[CH:10][C:9]2[C:4](=[CH:5][CH:6]=[CH:7][C:8]=2[N:12]2[CH2:17][CH2:16][N:15]([CH2:18][CH2:19][CH2:20][C:21]3[C:30]4[O:29][CH2:28][C:27]5=[CH:31][N:32]=[CH:33][N:26]5[C:25]=4[CH:24]=[CH:23][CH:22]=3)[CH2:14][CH2:13]2)[N:3]=1, predict the reactants needed to synthesize it. (5) Given the product [CH3:5][C:6]1([S:9]([O-:12])(=[O:11])=[O:10])[CH2:8][CH2:7]1.[K+:4], predict the reactants needed to synthesize it. The reactants are: C([S-])#N.[K+:4].[CH3:5][C:6]1([S:9]([O:12]CC2C=CC=CC=2)(=[O:11])=[O:10])[CH2:8][CH2:7]1. (6) Given the product [Cl:14][C:15]1[CH:32]=[CH:31][C:18]2[N:19]([CH2:24][CH2:25][CH2:26][S:27]([CH3:30])(=[O:28])=[O:29])[C:20]([CH2:22][N:7]3[C:8]4[C:13](=[CH:12][CH:11]=[CH:10][CH:9]=4)[C:5]([S:2]([CH3:1])(=[O:3])=[O:4])=[N:6]3)=[N:21][C:17]=2[CH:16]=1, predict the reactants needed to synthesize it. The reactants are: [CH3:1][S:2]([C:5]1[C:13]2[C:8](=[CH:9][CH:10]=[CH:11][CH:12]=2)[NH:7][N:6]=1)(=[O:4])=[O:3].[Cl:14][C:15]1[CH:32]=[CH:31][C:18]2[N:19]([CH2:24][CH2:25][CH2:26][S:27]([CH3:30])(=[O:29])=[O:28])[C:20]([CH2:22]Cl)=[N:21][C:17]=2[CH:16]=1.